Dataset: Catalyst prediction with 721,799 reactions and 888 catalyst types from USPTO. Task: Predict which catalyst facilitates the given reaction. (1) Reactant: [Cl:1][C:2]1[S:9]C2CC(C(O)=O)=NC=2[CH:3]=1.[NH2:13][C@@H:14]1[CH2:22][C:21]2[C:16](=[CH:17][CH:18]=[CH:19][CH:20]=2)[C@H:15]1[NH:23][C:24]([O:26][C:27]([CH3:30])([CH3:29])[CH3:28])=[O:25].CC[N:33]([CH:37]([CH3:39])C)[CH:34]([CH3:36])[CH3:35].C1C=CC2N([OH:49])N=NC=2C=1.CCN=C=NCCCN(C)C. Product: [C:27]([O:26][C:24](=[O:25])[NH:23][C@@H:15]1[C:16]2[C:21](=[CH:20][CH:19]=[CH:18][CH:17]=2)[CH2:22][C@H:14]1[NH:13][C:36]([C:34]1[NH:33][C:37]2[S:9][C:2]([Cl:1])=[CH:3][C:39]=2[CH:35]=1)=[O:49])([CH3:30])([CH3:29])[CH3:28]. The catalyst class is: 2. (2) Reactant: S(Cl)([Cl:3])=O.[O:5]1[CH:9]=[CH:8][CH:7]=[C:6]1[C:10]1[O:11][C:12]([CH3:27])=[C:13]([CH2:15][O:16][C:17]2[CH:24]=[CH:23][C:20]([CH2:21]O)=[CH:19][C:18]=2[O:25][CH3:26])[N:14]=1. Product: [Cl:3][CH2:21][C:20]1[CH:23]=[CH:24][C:17]([O:16][CH2:15][C:13]2[N:14]=[C:10]([C:6]3[O:5][CH:9]=[CH:8][CH:7]=3)[O:11][C:12]=2[CH3:27])=[C:18]([O:25][CH3:26])[CH:19]=1. The catalyst class is: 7. (3) Reactant: FC(F)(F)C(O)=O.C([O:12][C:13](=[O:42])[CH2:14][CH2:15][CH2:16][O:17][C:18]1[CH:23]=[CH:22][C:21]([C:24]([N:26]2[CH2:35][C:34]3[CH:33]=[N:32][N:31]([CH3:36])[C:30]=3[NH:29][C:28]3[CH:37]=[CH:38][CH:39]=[CH:40][C:27]2=3)=[O:25])=[CH:20][C:19]=1[CH3:41])(C)(C)C. Product: [CH3:41][C:19]1[CH:20]=[C:21]([C:24]([N:26]2[CH2:35][C:34]3[CH:33]=[N:32][N:31]([CH3:36])[C:30]=3[NH:29][C:28]3[CH:37]=[CH:38][CH:39]=[CH:40][C:27]2=3)=[O:25])[CH:22]=[CH:23][C:18]=1[O:17][CH2:16][CH2:15][CH2:14][C:13]([OH:42])=[O:12]. The catalyst class is: 4. (4) Reactant: C([O:3][C:4]([C:6]1[C:7]([CH:25]2[CH2:27][CH2:26]2)=[N:8][N:9]([CH2:11][C:12]2[CH:13]=[N:14][C:15]([N:20]3[CH2:24][CH2:23][CH2:22][CH2:21]3)=[C:16]([O:18][CH3:19])[CH:17]=2)[CH:10]=1)=[O:5])C.[OH-].[Na+]. Product: [CH:25]1([C:7]2[C:6]([C:4]([OH:5])=[O:3])=[CH:10][N:9]([CH2:11][C:12]3[CH:13]=[N:14][C:15]([N:20]4[CH2:21][CH2:22][CH2:23][CH2:24]4)=[C:16]([O:18][CH3:19])[CH:17]=3)[N:8]=2)[CH2:27][CH2:26]1. The catalyst class is: 8. (5) Reactant: [B-](F)(F)(F)F.[B-](F)(F)(F)F.C1[N+]2(CCl)CC[N+]([F:21])(CC2)C1.[CH3:22][O:23][C:24]1[CH:25]=[C:26]([C:32]2[N:37]=[CH:36][C:35]3[C:38]([I:47])=[N:39][N:40]([CH:41]4[CH2:46][CH2:45][CH2:44][CH2:43][O:42]4)[C:34]=3[CH:33]=2)[CH:27]=[C:28]([O:30][CH3:31])[CH:29]=1. The catalyst class is: 10. Product: [F:21][C:25]1[C:24]([O:23][CH3:22])=[CH:29][C:28]([O:30][CH3:31])=[CH:27][C:26]=1[C:32]1[N:37]=[CH:36][C:35]2[C:38]([I:47])=[N:39][N:40]([CH:41]3[CH2:46][CH2:45][CH2:44][CH2:43][O:42]3)[C:34]=2[CH:33]=1.